From a dataset of Full USPTO retrosynthesis dataset with 1.9M reactions from patents (1976-2016). Predict the reactants needed to synthesize the given product. (1) Given the product [Cl:46][C:45]1[C:40]([NH:39][C:34]2[CH:35]=[CH:36][CH:37]=[CH:38][C:33]=2[S:30]([N:27]2[CH2:28][CH2:29][C@@H:25]([OH:24])[CH2:26]2)(=[O:31])=[O:32])=[N:41][C:42]([NH:1][C:2]2[C:16]([O:17][CH3:18])=[CH:15][C:5]3[CH2:6][CH2:7][N:8]([CH2:11][C@H:12]([OH:14])[CH3:13])[CH2:9][CH2:10][C:4]=3[CH:3]=2)=[N:43][CH:44]=1, predict the reactants needed to synthesize it. The reactants are: [NH2:1][C:2]1[C:16]([O:17][CH3:18])=[CH:15][C:5]2[CH2:6][CH2:7][N:8]([CH2:11][C@H:12]([OH:14])[CH3:13])[CH2:9][CH2:10][C:4]=2[CH:3]=1.C([Si](C)(C)[O:24][C@@H:25]1[CH2:29][CH2:28][N:27]([S:30]([C:33]2[CH:38]=[CH:37][CH:36]=[CH:35][C:34]=2[NH:39][C:40]2[C:45]([Cl:46])=[CH:44][N:43]=[C:42](Cl)[N:41]=2)(=[O:32])=[O:31])[CH2:26]1)(C)(C)C. (2) Given the product [C:36]([O:40][C:41]([N:43]1[CH2:50][CH2:49][N:48]([C:19]2[S:20][C:16](=[CH:15][C:11]3[CH:10]=[C:9]4[C:14](=[CH:13][CH:12]=3)[N:6]([CH2:5][C:4]3[CH:26]=[CH:27][C:28]([C:30]([F:33])([F:31])[F:32])=[CH:29][C:3]=3[C:2]([F:34])([F:35])[F:1])[N:7]=[CH:8]4)[C:17](=[O:25])[N:18]=2)[CH2:47][C:44]21[CH2:45][CH2:46]2)=[O:42])([CH3:39])([CH3:37])[CH3:38], predict the reactants needed to synthesize it. The reactants are: [F:1][C:2]([F:35])([F:34])[C:3]1[CH:29]=[C:28]([C:30]([F:33])([F:32])[F:31])[CH:27]=[CH:26][C:4]=1[CH2:5][N:6]1[C:14]2[C:9](=[CH:10][C:11]([CH:15]=[C:16]3[S:20][C:19](SCCC)=[N:18][C:17]3=[O:25])=[CH:12][CH:13]=2)[CH:8]=[N:7]1.[C:36]([O:40][C:41]([N:43]1[CH2:50][CH2:49][NH:48][CH2:47][C:44]21[CH2:46][CH2:45]2)=[O:42])([CH3:39])([CH3:38])[CH3:37]. (3) Given the product [CH2:26]([O:25][C:18]1[CH:17]=[C:16]([C:13]2[S:14][CH:15]=[C:11]([CH2:10][CH2:9][C:8]([C:3]3[CH:4]=[CH:5][CH:6]=[CH:7][C:2]=3[C:36]#[N:37])=[O:28])[N:12]=2)[CH:21]=[CH:20][C:19]=1[O:22][CH2:23][CH3:24])[CH3:27], predict the reactants needed to synthesize it. The reactants are: Br[C:2]1[CH:7]=[CH:6][CH:5]=[CH:4][C:3]=1[C:8](=[O:28])[CH2:9][CH2:10][C:11]1[N:12]=[C:13]([C:16]2[CH:21]=[CH:20][C:19]([O:22][CH2:23][CH3:24])=[C:18]([O:25][CH2:26][CH3:27])[CH:17]=2)[S:14][CH:15]=1.O.C(OCC)(=O)C.[CH3:36][N:37](C=O)C. (4) Given the product [F:1][CH2:2][C:3]1([C:17]([O:19][CH2:20][C:21]2[CH:26]=[CH:25][CH:24]=[CH:23][CH:22]=2)=[O:18])[CH2:8][CH2:7][C:6]([B:30]2[O:31][C:32]([CH3:34])([CH3:33])[C:28]([CH3:44])([CH3:27])[O:29]2)=[CH:5][CH2:4]1, predict the reactants needed to synthesize it. The reactants are: [F:1][CH2:2][C:3]1([C:17]([O:19][CH2:20][C:21]2[CH:26]=[CH:25][CH:24]=[CH:23][CH:22]=2)=[O:18])[CH2:8][CH2:7][C:6](OS(C(F)(F)F)(=O)=O)=[CH:5][CH2:4]1.[CH3:27][C:28]1([CH3:44])[C:32]([CH3:34])([CH3:33])[O:31][B:30]([B:30]2[O:31][C:32]([CH3:34])([CH3:33])[C:28]([CH3:44])([CH3:27])[O:29]2)[O:29]1. (5) Given the product [CH3:1][O:2][C:3]([C:5]1[C:6]([OH:30])=[C:7]2[C:12](=[C:13]([C:35]3[CH:34]=[N:33][N:32]([CH3:31])[CH:36]=3)[N:14]=1)[N:11]([CH2:16][C:17]1[CH:22]=[CH:21][CH:20]=[CH:19][CH:18]=1)[C:10](=[O:23])[C:9]([C:24]1[CH:29]=[CH:28][CH:27]=[CH:26][CH:25]=1)=[CH:8]2)=[O:4], predict the reactants needed to synthesize it. The reactants are: [CH3:1][O:2][C:3]([C:5]1[C:6]([OH:30])=[C:7]2[C:12](=[C:13](Br)[N:14]=1)[N:11]([CH2:16][C:17]1[CH:22]=[CH:21][CH:20]=[CH:19][CH:18]=1)[C:10](=[O:23])[C:9]([C:24]1[CH:29]=[CH:28][CH:27]=[CH:26][CH:25]=1)=[CH:8]2)=[O:4].[CH3:31][N:32]1[CH:36]=[C:35]([Sn](CCCC)(CCCC)CCCC)[CH:34]=[N:33]1.CCOC(C)=O.Cl. (6) Given the product [C:1]([O:5][C:6](=[O:20])[C:7]([O:10][C:11]1[CH:16]=[CH:15][C:14]([Cl:17])=[CH:13][C:12]=1[CH:18]=[C:26]1[C:25]2[C:29](=[CH:30][C:22]([Cl:21])=[CH:23][CH:24]=2)[NH:28][C:27]1=[O:31])([CH3:9])[CH3:8])([CH3:4])([CH3:3])[CH3:2], predict the reactants needed to synthesize it. The reactants are: [C:1]([O:5][C:6](=[O:20])[C:7]([O:10][C:11]1[CH:16]=[CH:15][C:14]([Cl:17])=[CH:13][C:12]=1[CH:18]=O)([CH3:9])[CH3:8])([CH3:4])([CH3:3])[CH3:2].[Cl:21][C:22]1[CH:30]=[C:29]2[C:25]([CH2:26][C:27](=[O:31])[NH:28]2)=[CH:24][CH:23]=1.N1CCCC1. (7) Given the product [CH2:27]([CH:26]1[CH:22]([N:21]2[C:3]3=[C:4]4[CH:10]=[CH:9][N:8]([S:11]([C:14]5[CH:15]=[CH:16][C:17]([CH3:18])=[CH:19][CH:20]=5)(=[O:12])=[O:13])[C:5]4=[N:6][CH:7]=[C:2]3[N:1]=[CH:36]2)[CH2:23][CH:24]([NH:29][S:30]([CH:33]2[CH2:35][CH2:34]2)(=[O:31])=[O:32])[CH2:25]1)[CH3:28], predict the reactants needed to synthesize it. The reactants are: [NH2:1][C:2]1[C:3]([NH:21][CH:22]2[CH:26]([CH2:27][CH3:28])[CH2:25][CH:24]([NH:29][S:30]([CH:33]3[CH2:35][CH2:34]3)(=[O:32])=[O:31])[CH2:23]2)=[C:4]2[CH:10]=[CH:9][N:8]([S:11]([C:14]3[CH:20]=[CH:19][C:17]([CH3:18])=[CH:16][CH:15]=3)(=[O:13])=[O:12])[C:5]2=[N:6][CH:7]=1.[CH3:36][C@H](NC([C@H]1N(C([C@@H](NC([C@@H](N)CC2C=CC(O)=CC=2)=O)CC(O)=O)=O)CCC1)=O)C(N1[C@H](C(N2[C@H](C(N3[C@H](C(N4[C@H](C(N5[C@H](C(N6[C@H](C(O)=O)CCC6)=O)CCC5)=O)CCC4)=O)CCC3)=O)CCC2)=O)CCC1)=O. (8) Given the product [CH2:1]([O:3][C:4]1[C:13]2[C:8](=[CH:9][CH:10]=[C:11](/[CH:14]=[C:15]3/[C:16](=[O:22])[N:17]=[C:18]([NH:34][CH2:33][CH2:32][C:28]4[CH:29]=[CH:30][CH:31]=[C:26]([F:25])[CH:27]=4)[S:19]/3)[CH:12]=2)[N:7]=[CH:6][C:5]=1[C:23]#[N:24])[CH3:2], predict the reactants needed to synthesize it. The reactants are: [CH2:1]([O:3][C:4]1[C:13]2[C:8](=[CH:9][CH:10]=[C:11](/[CH:14]=[C:15]3/[C:16](=[O:22])[N:17]=[C:18](SC)[S:19]/3)[CH:12]=2)[N:7]=[CH:6][C:5]=1[C:23]#[N:24])[CH3:2].[F:25][C:26]1[CH:27]=[C:28]([CH2:32][CH2:33][NH2:34])[CH:29]=[CH:30][CH:31]=1.C(N(C(C)C)CC)(C)C.